This data is from Full USPTO retrosynthesis dataset with 1.9M reactions from patents (1976-2016). The task is: Predict the reactants needed to synthesize the given product. (1) Given the product [CH:27]([N:5]1[C:6]2[C:11](=[CH:10][C:9]([Cl:26])=[CH:8][CH:7]=2)[C:12]([CH2:13][CH2:14][O:15][C:16]2[CH:17]=[CH:18][C:19]([C:20]([OH:22])=[O:21])=[CH:24][CH:25]=2)=[C:4]1[CH2:3][CH2:2][NH:1][S:52]([CH2:51][C:45]1[CH:50]=[CH:49][CH:48]=[CH:47][CH:46]=1)(=[O:54])=[O:53])([C:34]1[CH:35]=[CH:36][CH:37]=[CH:38][CH:39]=1)[C:28]1[CH:29]=[CH:30][CH:31]=[CH:32][CH:33]=1, predict the reactants needed to synthesize it. The reactants are: [NH2:1][CH2:2][CH2:3][C:4]1[N:5]([CH:27]([C:34]2[CH:39]=[CH:38][CH:37]=[CH:36][CH:35]=2)[C:28]2[CH:33]=[CH:32][CH:31]=[CH:30][CH:29]=2)[C:6]2[C:11]([C:12]=1[CH2:13][CH2:14][O:15][C:16]1[CH:25]=[CH:24][C:19]([C:20]([O:22]C)=[O:21])=[CH:18][CH:17]=1)=[CH:10][C:9]([Cl:26])=[CH:8][CH:7]=2.C([O-])(O)=O.[Na+].[C:45]1([CH2:51][S:52](Cl)(=[O:54])=[O:53])[CH:50]=[CH:49][CH:48]=[CH:47][CH:46]=1. (2) Given the product [CH2:29]([O:28][C:26]([CH:22]1[C:21]2[N:18]=[C:16]([NH:15][C:5]3[CH:6]=[CH:7][C:8]([N:9]4[CH:13]=[C:12]([CH3:14])[N:11]=[CH:10]4)=[C:3]([O:2][CH3:1])[CH:4]=3)[S:17][C:20]=2[CH2:25][CH2:24][CH2:23]1)=[O:27])[CH3:30], predict the reactants needed to synthesize it. The reactants are: [CH3:1][O:2][C:3]1[CH:4]=[C:5]([NH:15][C:16]([NH2:18])=[S:17])[CH:6]=[CH:7][C:8]=1[N:9]1[CH:13]=[C:12]([CH3:14])[N:11]=[CH:10]1.Br[CH:20]1[CH2:25][CH2:24][CH2:23][CH:22]([C:26]([O:28][CH2:29][CH3:30])=[O:27])[C:21]1=O.